Dataset: TCR-epitope binding with 47,182 pairs between 192 epitopes and 23,139 TCRs. Task: Binary Classification. Given a T-cell receptor sequence (or CDR3 region) and an epitope sequence, predict whether binding occurs between them. (1) The epitope is GLCTLVAML. The TCR CDR3 sequence is CASSPNPAYEQYF. Result: 1 (the TCR binds to the epitope). (2) The epitope is MPASWVMRI. The TCR CDR3 sequence is CASSGGQGSDEQYF. Result: 1 (the TCR binds to the epitope).